Dataset: Reaction yield outcomes from USPTO patents with 853,638 reactions. Task: Predict the reaction yield, written as a fraction of the theoretical maximum amount of product (1.0 means a 100% yield; for example, 0.34 means a 34% yield). (1) The reactants are [NH:1]1[CH2:6][CH2:5][O:4][CH2:3][CH2:2]1.CCN=C=NCCCN(C)C.C1C=CC2N(O)N=NC=2C=1.[NH2:28][C:29]1[CH:37]=[CH:36][C:32]([C:33](O)=[O:34])=[CH:31][N:30]=1. The catalyst is CCO. The product is [NH2:28][C:29]1[N:30]=[CH:31][C:32]([C:33]([N:1]2[CH2:6][CH2:5][O:4][CH2:3][CH2:2]2)=[O:34])=[CH:36][CH:37]=1. The yield is 0.300. (2) The reactants are [NH:1]1[CH:5]=[C:4]([CH2:6][CH2:7][C:8]([OH:10])=[O:9])[N:3]=[CH:2]1.OS(O)(=O)=O.[CH3:16]O. No catalyst specified. The product is [CH3:16][O:9][C:8](=[O:10])[CH2:7][CH2:6][C:4]1[N:3]=[CH:2][NH:1][CH:5]=1. The yield is 0.900. (3) The reactants are [CH2:1]([C:8]1([CH3:15])[S:12][C:11](=[O:13])[CH:10]=[C:9]1[OH:14])[C:2]1[CH:7]=[CH:6][CH:5]=[CH:4][CH:3]=1.S(OC)(O[CH3:20])(=O)=O. No catalyst specified. The product is [CH2:1]([C:8]1([CH3:15])[S:12][C:11](=[O:13])[CH:10]=[C:9]1[O:14][CH3:20])[C:2]1[CH:3]=[CH:4][CH:5]=[CH:6][CH:7]=1. The yield is 0.740. (4) The reactants are Cl.C(N=C=NCCCN(C)C)C.[NH2:13][CH2:14]/[CH:15]=[CH:16]/[C:17]1[CH2:18][C@H:19]2[C:25](=[O:26])[N:24]([CH2:27][O:28][CH2:29][CH2:30][Si:31]([CH3:34])([CH3:33])[CH3:32])[C:23]3[CH:35]=[C:36]([O:41][CH2:42][CH2:43][CH2:44][O:45][C:46]4[C:47]([O:83][CH3:84])=[CH:48][C:49]5[C:55](=[O:56])[N:54]6[CH:57]=[C:58]([C:60]7[CH:65]=[CH:64][C:63]([N:66]8[CH2:71][CH2:70][N:69]([CH3:72])[CH2:68][CH2:67]8)=[CH:62][CH:61]=7)[CH2:59][C@H:53]6[C:52](=[O:73])[N:51]([CH2:74][O:75][CH2:76][CH2:77][Si:78]([CH3:81])([CH3:80])[CH3:79])[C:50]=5[CH:82]=4)[C:37]([O:39][CH3:40])=[CH:38][C:22]=3[C:21](=[O:85])[N:20]2[CH:86]=1.[CH:87]1[C:99]2[CH:98]([CH2:100][O:101][C:102]([NH:104][C@@H:105]([CH:114]([CH3:116])[CH3:115])[C:106]([NH:108][C@@H:109]([CH3:113])[C:110](O)=[O:111])=[O:107])=[O:103])[C:97]3[C:92](=[CH:93][CH:94]=[CH:95][CH:96]=3)[C:91]=2[CH:90]=[CH:89][CH:88]=1. The catalyst is ClCCl. The product is [CH3:40][O:39][C:37]1[C:36]([O:41][CH2:42][CH2:43][CH2:44][O:45][C:46]2[C:47]([O:83][CH3:84])=[CH:48][C:49]3[C:55](=[O:56])[N:54]4[CH:57]=[C:58]([C:60]5[CH:61]=[CH:62][C:63]([N:66]6[CH2:71][CH2:70][N:69]([CH3:72])[CH2:68][CH2:67]6)=[CH:64][CH:65]=5)[CH2:59][C@H:53]4[C:52](=[O:73])[N:51]([CH2:74][O:75][CH2:76][CH2:77][Si:78]([CH3:80])([CH3:79])[CH3:81])[C:50]=3[CH:82]=2)=[CH:35][C:23]2[N:24]([CH2:27][O:28][CH2:29][CH2:30][Si:31]([CH3:33])([CH3:34])[CH3:32])[C:25](=[O:26])[C@@H:19]3[CH2:18][C:17](/[CH:16]=[CH:15]/[CH2:14][NH:13][C:110](=[O:111])[C@@H:109]([NH:108][C:106](=[O:107])[C@@H:105]([NH:104][C:102](=[O:103])[O:101][CH2:100][CH:98]4[C:99]5[CH:87]=[CH:88][CH:89]=[CH:90][C:91]=5[C:92]5[C:97]4=[CH:96][CH:95]=[CH:94][CH:93]=5)[CH:114]([CH3:116])[CH3:115])[CH3:113])=[CH:86][N:20]3[C:21](=[O:85])[C:22]=2[CH:38]=1. The yield is 0.600.